This data is from Full USPTO retrosynthesis dataset with 1.9M reactions from patents (1976-2016). The task is: Predict the reactants needed to synthesize the given product. (1) Given the product [CH3:8][CH:7]=[C:6]([C:3]1[CH:4]=[CH:5][S:1][C:2]=1[C:12]1[S:13][CH:14]=[CH:15][CH:16]=1)[CH2:9][CH3:10], predict the reactants needed to synthesize it. The reactants are: [S:1]1[CH:5]=[CH:4][C:3]([C:6](O)([CH2:9][CH3:10])[CH2:7][CH3:8])=[C:2]1[C:12]1[S:13][CH:14]=[CH:15][CH:16]=1.Cl. (2) Given the product [CH3:1][O:2][C:3](=[O:15])[C:4]1[CH:9]=[CH:8][CH:7]=[C:6]([N+:10]([O-:12])=[O:11])[C:5]=1[CH2:13][N:22]=[N+:23]=[N-:24], predict the reactants needed to synthesize it. The reactants are: [CH3:1][O:2][C:3](=[O:15])[C:4]1[CH:9]=[CH:8][CH:7]=[C:6]([N+:10]([O-:12])=[O:11])[C:5]=1[CH2:13]Br.CN(C)C=O.O.[N-:22]=[N+:23]=[N-:24].[Na+]. (3) Given the product [Cl:1][C:2]1[CH:8]=[CH:7][C:5]([NH:6][C:18]2[N:20]=[C:21]([O:27][CH3:26])[N:23]=[C:24]([O:15][CH3:12])[N:17]=2)=[C:4]([N+:9]([O-:11])=[O:10])[CH:3]=1, predict the reactants needed to synthesize it. The reactants are: [Cl:1][C:2]1[CH:8]=[CH:7][C:5]([NH2:6])=[C:4]([N+:9]([O-:11])=[O:10])[CH:3]=1.[C:12](=[O:15])([O-])O.[Na+].[N:17]1[C:24](Cl)=[N:23][C:21](Cl)=[N:20][C:18]=1Cl.[CH3:26][O-:27].[Na+]. (4) Given the product [CH2:1]([N:11]1[C:22](=[O:21])[CH:13]2[CH:14]([CH:15]3[O:18][CH:12]2[CH2:17][CH2:16]3)[C:19]1=[O:20])[CH2:2][CH2:3][CH2:4][CH2:5][CH2:6][CH2:7][CH2:8][CH2:9][CH3:10], predict the reactants needed to synthesize it. The reactants are: [CH2:1]([NH2:11])[CH2:2][CH2:3][CH2:4][CH2:5][CH2:6][CH2:7][CH2:8][CH2:9][CH3:10].[CH:12]12[O:18][CH:15]([CH2:16][CH2:17]1)[CH:14]1[C:19]([O:21][C:22](=O)[CH:13]21)=[O:20].C(N(CC)CC)C. (5) Given the product [C:1]([N:4]([CH2:5][C@H:6]1[C@H:12]([C:13]2[CH:18]=[CH:17][C:16]([Cl:19])=[C:15]([Cl:20])[CH:14]=2)[O:11][CH2:10][CH2:9][N:8]([C:21]([O:23][C:24]([CH3:27])([CH3:26])[CH3:25])=[O:22])[CH2:7]1)[CH3:30])(=[O:3])[CH3:2], predict the reactants needed to synthesize it. The reactants are: [C:1]([NH:4][CH2:5][C@H:6]1[C@H:12]([C:13]2[CH:18]=[CH:17][C:16]([Cl:19])=[C:15]([Cl:20])[CH:14]=2)[O:11][CH2:10][CH2:9][N:8]([C:21]([O:23][C:24]([CH3:27])([CH3:26])[CH3:25])=[O:22])[CH2:7]1)(=[O:3])[CH3:2].[H-].[Na+].[CH3:30]I.